From a dataset of Reaction yield outcomes from USPTO patents with 853,638 reactions. Predict the reaction yield, written as a fraction of the theoretical maximum amount of product (1.0 means a 100% yield; for example, 0.34 means a 34% yield). (1) The catalyst is C(Cl)Cl.CCOCC. The product is [CH3:23][O:24][C:25]1[CH:26]=[C:27]([CH:28]=[CH:29][C:30]=1[CH3:31])[CH:32]=[O:33]. The reactants are CC(OI1(OC(C)=O)(OC(C)=O)OC(=O)C2C=CC=CC1=2)=O.[CH3:23][O:24][C:25]1[CH:26]=[C:27]([CH2:32][OH:33])[CH:28]=[CH:29][C:30]=1[CH3:31]. The yield is 1.00. (2) The reactants are [C:1]([C:3]1[CH:4]=[CH:5][CH:6]=[C:7]2[C:11]=1[NH:10][CH:9]=[CH:8]2)#[N:2].[H-].[Na+].[CH3:14][Si:15]([CH2:18][CH2:19][O:20][CH2:21]Cl)([CH3:17])[CH3:16]. The catalyst is CN(C=O)C. The yield is 0.780. The product is [CH3:14][Si:15]([CH3:17])([CH3:16])[CH2:18][CH2:19][O:20][CH2:21][N:10]1[C:11]2[C:7](=[CH:6][CH:5]=[CH:4][C:3]=2[C:1]#[N:2])[CH:8]=[CH:9]1.